From a dataset of Catalyst prediction with 721,799 reactions and 888 catalyst types from USPTO. Predict which catalyst facilitates the given reaction. Reactant: [H-].[Na+].[NH2:3][C:4]1[N:9]=[CH:8][C:7]([CH2:10][CH:11]([C:17]2[N:18]=[CH:19][NH:20][CH:21]=2)[C:12]([O:14][CH2:15][CH3:16])=[O:13])=[CH:6][CH:5]=1.Br[CH2:23][C:24]#[C:25][CH3:26].O. Product: [NH2:3][C:4]1[N:9]=[CH:8][C:7]([CH2:10][CH:11]([C:17]2[N:18]=[CH:19][N:20]([CH2:23][C:24]#[C:25][CH3:26])[CH:21]=2)[C:12]([O:14][CH2:15][CH3:16])=[O:13])=[CH:6][CH:5]=1. The catalyst class is: 3.